From a dataset of Peptide-MHC class I binding affinity with 185,985 pairs from IEDB/IMGT. Regression. Given a peptide amino acid sequence and an MHC pseudo amino acid sequence, predict their binding affinity value. This is MHC class I binding data. The peptide sequence is DLSARNKLFK. The MHC is HLA-A11:01 with pseudo-sequence HLA-A11:01. The binding affinity (normalized) is 0.576.